This data is from Full USPTO retrosynthesis dataset with 1.9M reactions from patents (1976-2016). The task is: Predict the reactants needed to synthesize the given product. (1) Given the product [N:6]1[CH:7]=[CH:8][CH:9]=[C:4]([C:3]2[N:10]=[C:17]([C:16]3[CH:15]=[C:14]([C:11](=[O:13])[CH3:12])[CH:22]=[CH:21][CH:20]=3)[O:1][N:2]=2)[CH:5]=1, predict the reactants needed to synthesize it. The reactants are: [OH:1][N:2]=[C:3]([NH2:10])[C:4]1[CH:9]=[CH:8][CH:7]=[N:6][CH:5]=1.[C:11]([C:14]1[CH:15]=[C:16]([CH:20]=[CH:21][CH:22]=1)[C:17](O)=O)(=[O:13])[CH3:12].N. (2) Given the product [Br-:23].[F:1][C:2]1[CH:3]=[CH:4][C:5]([O:10][CH2:11][CH2:12][C:13]2[CH:18]=[CH:17][C:16]([C:19]([F:22])([F:21])[F:20])=[CH:15][CH:14]=2)=[C:6]([CH:9]=1)[CH2:7][P+:30]([C:31]1[CH:32]=[CH:33][CH:34]=[CH:35][CH:36]=1)([C:37]1[CH:42]=[CH:41][CH:40]=[CH:39][CH:38]=1)[C:24]1[CH:25]=[CH:26][CH:27]=[CH:28][CH:29]=1, predict the reactants needed to synthesize it. The reactants are: [F:1][C:2]1[CH:3]=[CH:4][C:5]([O:10][CH2:11][CH2:12][C:13]2[CH:18]=[CH:17][C:16]([C:19]([F:22])([F:21])[F:20])=[CH:15][CH:14]=2)=[C:6]([CH:9]=1)[CH2:7]O.[BrH:23].[C:24]1([P:30]([C:37]2[CH:42]=[CH:41][CH:40]=[CH:39][CH:38]=2)[C:31]2[CH:36]=[CH:35][CH:34]=[CH:33][CH:32]=2)[CH:29]=[CH:28][CH:27]=[CH:26][CH:25]=1. (3) Given the product [Cl:1][C:2]1[C:3]([CH3:18])=[CH:4][C:5]2[C:6]3[CH:17]4[CH2:16][CH2:15][CH2:14][N:13]4[CH2:12][CH2:11][C:7]=3[N:8]([CH2:23][CH:22]([C:24]3[CH:29]=[CH:28][N:27]=[CH:26][CH:25]=3)[OH:21])[C:9]=2[CH:10]=1, predict the reactants needed to synthesize it. The reactants are: [Cl:1][C:2]1[C:3]([CH3:18])=[CH:4][C:5]2[C:6]3[CH:17]4[N:13]([CH2:14][CH2:15][CH2:16]4)[CH2:12][CH2:11][C:7]=3[NH:8][C:9]=2[CH:10]=1.[H-].[Na+].[O:21]1[CH2:23][CH:22]1[C:24]1[CH:29]=[CH:28][N:27]=[CH:26][CH:25]=1. (4) Given the product [C:8]([NH:27][CH2:28][CH2:29][N:3]1[C:4](=[O:6])[CH2:5][S:1][C:2]1=[O:7])([C:15]1[CH:16]=[CH:17][CH:18]=[CH:19][CH:20]=1)([C:21]1[CH:26]=[CH:25][CH:24]=[CH:23][CH:22]=1)[C:9]1[CH:10]=[CH:11][CH:12]=[CH:13][CH:14]=1, predict the reactants needed to synthesize it. The reactants are: [S:1]1[CH2:5][C:4](=[O:6])[NH:3][C:2]1=[O:7].[C:8]([NH:27][CH2:28][CH2:29]O)([C:21]1[CH:26]=[CH:25][CH:24]=[CH:23][CH:22]=1)([C:15]1[CH:20]=[CH:19][CH:18]=[CH:17][CH:16]=1)[C:9]1[CH:14]=[CH:13][CH:12]=[CH:11][CH:10]=1.C1(P(C2C=CC=CC=2)C2C=CC=CC=2)C=CC=CC=1.CC(OC(/N=N/C(OC(C)C)=O)=O)C. (5) Given the product [CH3:1][C:2]1[CH:3]=[CH:4][C:5]([C:8]2[CH:13]=[CH:12][C:11]([CH2:14][NH:15][C:39]([C:35]3[N:36]([CH3:38])[CH:37]=[C:33]([NH:32][C:30]([C:25]4[C:24]([C:21]5[CH:20]=[CH:19][C:18]([C:17]([F:43])([F:16])[F:42])=[CH:23][CH:22]=5)=[CH:29][CH:28]=[CH:27][CH:26]=4)=[O:31])[CH:34]=3)=[O:40])=[CH:10][N:9]=2)=[CH:6][CH:7]=1, predict the reactants needed to synthesize it. The reactants are: [CH3:1][C:2]1[CH:7]=[CH:6][C:5]([C:8]2[CH:13]=[CH:12][C:11]([CH2:14][NH2:15])=[CH:10][N:9]=2)=[CH:4][CH:3]=1.[F:16][C:17]([F:43])([F:42])[C:18]1[CH:23]=[CH:22][C:21]([C:24]2[C:25]([C:30]([NH:32][C:33]3[CH:34]=[C:35]([C:39](O)=[O:40])[N:36]([CH3:38])[CH:37]=3)=[O:31])=[CH:26][CH:27]=[CH:28][CH:29]=2)=[CH:20][CH:19]=1.CN(C(ON1N=NC2C=CC=CC1=2)=[N+](C)C)C.[B-](F)(F)(F)F.C(N(C(C)C)C(C)C)C. (6) Given the product [OH:1][C:2]1[CH:3]=[C:4]([CH:8]([NH:13][CH3:14])[CH2:9][C:10]([O:12][CH2:25][CH3:26])=[O:11])[CH:5]=[CH:6][CH:7]=1, predict the reactants needed to synthesize it. The reactants are: [OH:1][C:2]1[CH:3]=[C:4]([CH:8]([NH:13][CH3:14])[CH2:9][C:10]([OH:12])=[O:11])[CH:5]=[CH:6][CH:7]=1.S(=O)(=O)(O)O.C(=O)([O-])O.[Na+].[CH2:25](O)[CH3:26]. (7) Given the product [F:18][C@H:16]1[CH2:15][N:14]([S:19]([C:22]2[CH:27]=[CH:26][C:25]([F:28])=[CH:24][CH:23]=2)(=[O:21])=[O:20])[C@H:13]([C:11]([NH:10][CH2:9][C:4]2[CH:3]=[C:2]([B:29]3[O:33][C:32]([CH3:35])([CH3:34])[C:31]([CH3:37])([CH3:36])[O:30]3)[CH:7]=[C:6]([F:8])[CH:5]=2)=[O:12])[CH2:17]1, predict the reactants needed to synthesize it. The reactants are: Br[C:2]1[CH:3]=[C:4]([CH2:9][NH:10][C:11]([C@@H:13]2[CH2:17][C@@H:16]([F:18])[CH2:15][N:14]2[S:19]([C:22]2[CH:27]=[CH:26][C:25]([F:28])=[CH:24][CH:23]=2)(=[O:21])=[O:20])=[O:12])[CH:5]=[C:6]([F:8])[CH:7]=1.[B:29]1([B:29]2[O:33][C:32]([CH3:35])([CH3:34])[C:31]([CH3:37])([CH3:36])[O:30]2)[O:33][C:32]([CH3:35])([CH3:34])[C:31]([CH3:37])([CH3:36])[O:30]1.O1CCOCC1.C([O-])(=O)C.[K+]. (8) Given the product [CH:1]1[CH:9]=[CH:8][N:7]=[C:12]([CH2:37][O:36][C:35]2[C:30]3[C:28]([CH:27]=[CH:26][C:24]4([O:25][C:19]5=[CH:18][CH:17]=[CH:16][C:15]6[C:20]5=[C:21]([CH:22]=[CH:13][CH:14]=6)[O:23]4)[C:31]=3[CH:32]=[CH:33][CH:34]=2)=[O:29])[CH:11]=1, predict the reactants needed to synthesize it. The reactants are: [C:1]([O-])([O-])=O.[K+].[K+].[NH:7]1[CH2:12][CH2:11]O[CH2:9][CH2:8]1.[CH:13]1[CH:14]=[C:15]2[C:20]3=[C:21]([O:23][C:24]4([C:31]5[CH:32]=[CH:33][CH:34]=[C:35]([O:36][CH2:37]C6C=COC=6)[C:30]=5[C:28](=[O:29])[CH:27]=[CH:26]4)[O:25][C:19]3=[CH:18][CH:17]=[CH:16]2)[CH:22]=1.O.